Task: Predict which catalyst facilitates the given reaction.. Dataset: Catalyst prediction with 721,799 reactions and 888 catalyst types from USPTO (1) Reactant: [F:1][C:2]1[C:3]([OH:24])=[C:4]([CH:18]=[C:19]([N+:21]([O-:23])=[O:22])[CH:20]=1)[CH2:5][N:6]([CH3:17])[C:7](=[O:16])[O:8][CH2:9][C:10]1[CH:15]=[CH:14][CH:13]=[CH:12][CH:11]=1.[Si:25]([O:32][CH2:33][C@H:34](O)[CH3:35])([C:28]([CH3:31])([CH3:30])[CH3:29])([CH3:27])[CH3:26].C1(P(C2C=CC=CC=2)C2C=CC=CC=2)C=CC=CC=1.CC(OC(/N=N/C(OC(C)C)=O)=O)C. Product: [Si:25]([O:32][CH2:33][C@@H:34]([O:24][C:3]1[C:2]([F:1])=[CH:20][C:19]([N+:21]([O-:23])=[O:22])=[CH:18][C:4]=1[CH2:5][N:6]([CH3:17])[C:7](=[O:16])[O:8][CH2:9][C:10]1[CH:11]=[CH:12][CH:13]=[CH:14][CH:15]=1)[CH3:35])([C:28]([CH3:29])([CH3:30])[CH3:31])([CH3:27])[CH3:26]. The catalyst class is: 1. (2) Reactant: [CH:1]([S:4]([C:6]1[CH:16]=[CH:15][C:9]([C:10]([O:12]CC)=[O:11])=[CH:8][CH:7]=1)=[O:5])([CH3:3])[CH3:2].[OH-].[Na+].Cl. Product: [CH:1]([S:4]([C:6]1[CH:16]=[CH:15][C:9]([C:10]([OH:12])=[O:11])=[CH:8][CH:7]=1)=[O:5])([CH3:3])[CH3:2]. The catalyst class is: 14.